Dataset: Full USPTO retrosynthesis dataset with 1.9M reactions from patents (1976-2016). Task: Predict the reactants needed to synthesize the given product. Given the product [CH3:17][N:14]1[CH2:15][CH2:16][C:4]2[N:3]([C:1]#[C:2][C:19]3[N:23]([CH3:24])[CH:22]=[N:21][CH:20]=3)[C:11]3[CH:10]=[CH:9][C:8]([CH3:12])=[CH:7][C:6]=3[C:5]=2[CH2:13]1, predict the reactants needed to synthesize it. The reactants are: [C:1]([N:3]1[C:11]2[CH:10]=[CH:9][C:8]([CH3:12])=[CH:7][C:6]=2[C:5]2[CH2:13][N:14]([CH3:17])[CH2:15][CH2:16][C:4]1=2)#[CH:2].Br[C:19]1[N:23]([CH3:24])[CH:22]=[N:21][CH:20]=1.CCCC[N+](CCCC)(CCCC)CCCC.[F-].C(=O)(O)[O-].